This data is from Forward reaction prediction with 1.9M reactions from USPTO patents (1976-2016). The task is: Predict the product of the given reaction. Given the reactants C([N:8]1[C:20]2[CH:19]=[CH:18][CH:17]=[CH:16][C:15]=2[C:14]2[C:9]1=[CH:10][CH:11]=[CH:12][CH:13]=2)C1C=CC=CC=1.[CH3:21][C:22]1[CH:30]=[C:29]([CH3:31])[CH:28]=[C:27]([CH3:32])[C:23]=1[C:24](Cl)=[O:25].[Al+3].[Cl-].[Cl-].[Cl-].[C:37]1([CH3:46])[C:38]([C:43](Cl)=[O:44])=[CH:39][CH:40]=[CH:41][CH:42]=1, predict the reaction product. The product is: [C:37]1([CH3:46])[CH:42]=[CH:41][CH:40]=[CH:39][C:38]=1[C:43]([C:12]1[CH:11]=[CH:10][C:9]2[NH:8][C:20]3[C:15]([C:14]=2[CH:13]=1)=[CH:16][C:17]([C:24](=[O:25])[C:23]1[C:22]([CH3:21])=[CH:30][C:29]([CH3:31])=[CH:28][C:27]=1[CH3:32])=[CH:18][CH:19]=3)=[O:44].